Dataset: TCR-epitope binding with 47,182 pairs between 192 epitopes and 23,139 TCRs. Task: Binary Classification. Given a T-cell receptor sequence (or CDR3 region) and an epitope sequence, predict whether binding occurs between them. (1) The epitope is VLQAVGACV. The TCR CDR3 sequence is CSASGGALSSYNEQFF. Result: 0 (the TCR does not bind to the epitope). (2) The epitope is FLNRFTTTL. The TCR CDR3 sequence is CASSESEGADTEAFF. Result: 1 (the TCR binds to the epitope). (3) The epitope is GLCTLVAML. The TCR CDR3 sequence is CRARGQAITEKLFF. Result: 1 (the TCR binds to the epitope). (4) The epitope is LEPLVDLPI. The TCR CDR3 sequence is CASSLVVQGFPYNEQFF. Result: 1 (the TCR binds to the epitope).